From a dataset of Full USPTO retrosynthesis dataset with 1.9M reactions from patents (1976-2016). Predict the reactants needed to synthesize the given product. (1) Given the product [NH2:41][S:42]([C:45]1[C:46]([Cl:63])=[CH:47][C:48]([NH:56][CH2:57][C:58]2[O:59][CH:60]=[CH:61][CH:62]=2)=[C:49]([CH:55]=1)[C:50]([O:52][CH2:53][N:12]([C:13]([CH3:15])([CH3:14])[CH3:16])[CH:2]([CH3:1])[C:3]([C:5]1[CH:6]=[CH:7][CH:8]=[C:9]([Cl:11])[CH:10]=1)=[O:4])=[O:51])(=[O:43])=[O:44], predict the reactants needed to synthesize it. The reactants are: [CH3:1][CH:2]([NH:12][C:13]([CH3:16])([CH3:15])[CH3:14])[C:3]([C:5]1[CH:6]=[CH:7][CH:8]=[C:9]([Cl:11])[CH:10]=1)=[O:4].Cl.ClC1C=C(C(=O)C(NC(C)(C)C)C)C=CC=1.C(N(CC)CC)C.[NH2:41][S:42]([C:45]1[C:46]([Cl:63])=[CH:47][C:48]([NH:56][CH2:57][C:58]2[O:59][CH:60]=[CH:61][CH:62]=2)=[C:49]([CH:55]=1)[C:50]([O:52][CH2:53]Cl)=[O:51])(=[O:44])=[O:43]. (2) Given the product [CH:26]([O:25][C:22]1[CH:23]=[CH:24][C:19]([CH:18]=[O:30])=[CH:20][C:21]=1[CH3:29])([CH3:28])[CH3:27], predict the reactants needed to synthesize it. The reactants are: C(NC(C1OC2(CCN([C:18](=[O:30])[C:19]3[CH:24]=[CH:23][C:22]([O:25][CH:26]([CH3:28])[CH3:27])=[C:21]([CH3:29])[CH:20]=3)CC2)CN(CC2C=CC=CC=2)C1)=O)C(C)=O. (3) Given the product [O:12]=[C:4]1[CH:3]=[C:2]([O:1][S:26]([C:23]2[CH:24]=[CH:25][C:20]([CH3:30])=[CH:21][CH:22]=2)(=[O:28])=[O:27])[C:11]2[CH:10]=[CH:9][CH:8]=[CH:7][C:6]=2[O:5]1, predict the reactants needed to synthesize it. The reactants are: [OH:1][C:2]1[C:11]2[C:6](=[CH:7][CH:8]=[CH:9][CH:10]=2)[O:5][C:4](=[O:12])[CH:3]=1.C(N(CC)CC)C.[C:20]1([CH3:30])[CH:25]=[CH:24][C:23]([S:26](Cl)(=[O:28])=[O:27])=[CH:22][CH:21]=1. (4) The reactants are: [Br:1][C:2]1[S:3][C:4](NC(=O)OC(C)(C)C)=[C:5]([C:7](=[O:31])[NH:8][C:9]2[CH:10]=[N:11][N:12]([CH3:30])[C:13]=2[C:14]23[O:21]C(CC2)[CH:17]([NH:22][C:23]([O:25][C:26]([CH3:29])([CH3:28])[CH3:27])=[O:24])[CH2:16][CH2:15]3)[N:6]=1.[CH3:40][O:41][C@@H:42]1[C@H](N[C:40](=O)[O:41][C:42](C)(C)[CH3:43])CC[C@@H](C2N(C)N=CC=2[N+]([O-])=O)O[CH2:43]1.BrC1SC=C(C(O)=O)N=1. Given the product [Br:1][C:2]1[S:3][CH:4]=[C:5]([C:7]([NH:8][C:9]2[CH:10]=[N:11][N:12]([CH3:30])[C:13]=2[C@H:14]2[O:21][CH2:43][C@H:42]([O:41][CH3:40])[C@H:17]([NH:22][C:23](=[O:24])[O:25][C:26]([CH3:29])([CH3:28])[CH3:27])[CH2:16][CH2:15]2)=[O:31])[N:6]=1, predict the reactants needed to synthesize it. (5) Given the product [F:31][C:22]([F:21])([F:30])[C:23]1[CH:24]=[C:25]([S:29][CH:6]([CH:8]2[CH2:9][CH2:10][N:11]([C:14]([O:16][C:17]([CH3:18])([CH3:19])[CH3:20])=[O:15])[CH2:12][CH2:13]2)[CH3:7])[CH:26]=[CH:27][CH:28]=1, predict the reactants needed to synthesize it. The reactants are: CS(O[CH:6]([CH:8]1[CH2:13][CH2:12][N:11]([C:14]([O:16][C:17]([CH3:20])([CH3:19])[CH3:18])=[O:15])[CH2:10][CH2:9]1)[CH3:7])(=O)=O.[F:21][C:22]([F:31])([F:30])[C:23]1[CH:24]=[C:25]([SH:29])[CH:26]=[CH:27][CH:28]=1.C([O-])([O-])=O.[K+].[K+].CN(C)C=O. (6) Given the product [CH3:14][O:13][C:6]1[C:7]2[O:8][CH2:9][CH2:10][O:11][C:12]=2[C:3]([O:2][CH3:1])=[CH:4][C:5]=1[C:16](=[O:17])[CH3:15], predict the reactants needed to synthesize it. The reactants are: [CH3:1][O:2][C:3]1[C:12]2[O:11][CH2:10][CH2:9][O:8][C:7]=2[C:6]([O:13][CH3:14])=[CH:5][CH:4]=1.[CH3:15][C:16](OC(C)=O)=[O:17]. (7) Given the product [CH3:23][C:22]([CH2:26][CH2:27][NH:21][C@H:16]([C:14]([NH:13][C@H:5]([C:3]([O:2][CH3:1])=[O:4])[CH2:6][C:7]1[CH:12]=[CH:11][CH:10]=[CH:9][CH:8]=1)=[O:15])[CH2:17][C:18]([OH:20])=[O:19])([CH3:25])[CH3:24], predict the reactants needed to synthesize it. The reactants are: [CH3:1][O:2][C:3]([C@@H:5]([NH:13][C:14]([C@@H:16]([NH2:21])[CH2:17][C:18]([OH:20])=[O:19])=[O:15])[CH2:6][C:7]1[CH:8]=[CH:9][CH:10]=[CH:11][CH:12]=1)=[O:4].[C:22]([CH2:26][C:27](O)=O)([CH3:25])([CH3:24])[CH3:23].CC(C)(C)CC=O. (8) Given the product [ClH:42].[S:2]1[C:6]2[CH:7]=[CH:8][CH:9]=[CH:10][C:5]=2[C:4]([N:11]2[CH2:12][CH2:13][N:14]([CH2:17][CH2:18][C:19]3[CH:24]=[CH:23][C:22]([NH:25][C:34](=[O:41])[C:35]4[CH:40]=[CH:39][CH:38]=[CH:37][CH:36]=4)=[C:21]([CH3:26])[CH:20]=3)[CH2:15][CH2:16]2)=[N:3]1, predict the reactants needed to synthesize it. The reactants are: Cl.[S:2]1[C:6]2[CH:7]=[CH:8][CH:9]=[CH:10][C:5]=2[C:4]([N:11]2[CH2:16][CH2:15][N:14]([CH2:17][CH2:18][C:19]3[CH:24]=[CH:23][C:22]([NH2:25])=[C:21]([CH3:26])[CH:20]=3)[CH2:13][CH2:12]2)=[N:3]1.C(N(CC)CC)C.[C:34]([Cl:42])(=[O:41])[C:35]1[CH:40]=[CH:39][CH:38]=[CH:37][CH:36]=1. (9) Given the product [Cl:22][C:20]1[CH:19]=[CH:18][C:17]([OH:23])=[C:16]([CH:21]=1)[CH2:15][N:11]1[C:12]([CH3:14])=[CH:13][C:9]([C:7]([OH:8])=[O:6])=[CH:10]1, predict the reactants needed to synthesize it. The reactants are: C[S-].[Na+].C([O:6][C:7]([C:9]1[CH:13]=[C:12]([CH3:14])[N:11]([CH2:15][C:16]2[CH:21]=[C:20]([Cl:22])[CH:19]=[CH:18][C:17]=2[O:23]CC2C=CC=CC=2)[CH:10]=1)=[O:8])C.Cl. (10) Given the product [CH2:4]=[C:3]1[CH2:8][CH2:9][N:10]([C:13]([O:15][C:16]([CH3:19])([CH3:18])[CH3:17])=[O:14])[CH2:1][CH2:2]1, predict the reactants needed to synthesize it. The reactants are: [CH2:1]([Li])[CH2:2][CH2:3][CH3:4].O=C1CC[N:10]([C:13]([O:15][C:16]([CH3:19])([CH3:18])[CH3:17])=[O:14])[CH2:9][CH2:8]1.